The task is: Predict which catalyst facilitates the given reaction.. This data is from Catalyst prediction with 721,799 reactions and 888 catalyst types from USPTO. (1) Product: [CH3:82][C:81]([NH:30][C:29]([C:26]1[CH:27]=[C:28]2[C:23](=[CH:24][CH:25]=1)[NH:22][N:21]=[C:20]2[C:15]1[CH:14]=[CH:13][C:12]2[C:17](=[CH:18][CH:19]=[C:10]([O:9][CH2:8][CH:4]3[CH2:5][CH2:6][CH2:7][N:3]3[CH2:1][CH3:2])[CH:11]=2)[CH:16]=1)=[O:55])([CH3:83])[CH2:84][CH3:85]. The catalyst class is: 40. Reactant: [CH2:1]([N:3]1[CH2:7][CH2:6][CH2:5][CH:4]1[CH2:8][O:9][C:10]1[CH:11]=[C:12]2[C:17](=[CH:18][CH:19]=1)[CH:16]=[C:15]([C:20]1[C:28]3[C:23](=[CH:24][CH:25]=[C:26]([C:29]#[N:30])[CH:27]=3)[N:22](C3CCCCO3)[N:21]=1)[CH:14]=[CH:13]2)[CH3:2].[OH-].[K+].F[P-](F)(F)(F)(F)F.N1([O:55]C(N(C)C)=[N+](C)C)C2C=CC=CC=2N=N1.O.ON1C2C=CC=CC=2N=N1.C(N(CC)CC)C.[C:81](N)([CH2:84][CH3:85])([CH3:83])[CH3:82]. (2) Reactant: C(Cl)(=O)C(Cl)=O.CS(C)=O.[S:11]1[CH:15]=[CH:14][C:13]([CH2:16][CH2:17][CH2:18][OH:19])=[CH:12]1.C([O-])(O)=O.[Na+]. Product: [S:11]1[CH:15]=[CH:14][C:13]([CH2:16][CH2:17][CH:18]=[O:19])=[CH:12]1. The catalyst class is: 2. (3) Reactant: [F:1][C:2]1[C:7]([F:8])=[CH:6][CH:5]=[CH:4][C:3]=1[C@@H:9]1[CH2:19][CH2:18][C@@H:17]([NH:20]C(N2CCC(N3C4C(=NC=CC=4)N(COCC[Si](C)(C)C)C3=O)CC2)=O)[C:12]2=[N:13][CH:14]=[CH:15][CH:16]=[C:11]2[C@H:10]1[NH:47][C:48](=[O:54])[O:49][C:50]([CH3:53])([CH3:52])[CH3:51].C(O)(C(F)(F)F)=O. Product: [NH2:20][C@H:17]1[C:12]2=[N:13][CH:14]=[CH:15][CH:16]=[C:11]2[C@@H:10]([NH:47][C:48](=[O:54])[O:49][C:50]([CH3:53])([CH3:52])[CH3:51])[C@H:9]([C:3]2[CH:4]=[CH:5][CH:6]=[C:7]([F:8])[C:2]=2[F:1])[CH2:19][CH2:18]1. The catalyst class is: 2. (4) Reactant: [NH2:1][C:2]1[N:3]=[C:4]([C:15]2[O:16][CH:17]=[CH:18][CH:19]=2)[C:5]2[N:10]=[N:9][N:8]([CH2:11][C:12]([OH:14])=O)[C:6]=2[N:7]=1.C(C1NC=CN=1)(C1NC=CN=1)=O.[Cl:32][C:33]1[CH:34]=[C:35]([CH:37]=[CH:38][CH:39]=1)[NH2:36]. Product: [NH2:1][C:2]1[N:3]=[C:4]([C:15]2[O:16][CH:17]=[CH:18][CH:19]=2)[C:5]2[N:10]=[N:9][N:8]([CH2:11][C:12]([NH:36][C:35]3[CH:37]=[CH:38][CH:39]=[C:33]([Cl:32])[CH:34]=3)=[O:14])[C:6]=2[N:7]=1. The catalyst class is: 18. (5) The catalyst class is: 193. Product: [Cl:25][C:5]1[CH:6]=[C:7]([C:10]([NH:12][C@@H:13]([C:15]2[C:24]3[C:19](=[CH:20][CH:21]=[CH:22][CH:23]=3)[CH:18]=[CH:17][CH:16]=2)[CH3:14])=[O:11])[CH:8]=[CH:9][C:4]=1[C:3]([OH:26])=[O:2]. Reactant: C[O:2][C:3](=[O:26])[C:4]1[CH:9]=[CH:8][C:7]([C:10]([NH:12][C@@H:13]([C:15]2[C:24]3[C:19](=[CH:20][CH:21]=[CH:22][CH:23]=3)[CH:18]=[CH:17][CH:16]=2)[CH3:14])=[O:11])=[CH:6][C:5]=1[Cl:25].O.[OH-].[Li+]. (6) Reactant: C1(P(C2C=CC=CC=2)C2C=CC=CC=2)C=CC=CC=1.O1CCCC1.[I:25]N1C(=O)CCC1=O.[CH2:33]([Sn:37]([CH2:46]O)([CH2:42][CH2:43][CH2:44][CH3:45])[CH2:38][CH2:39][CH2:40][CH3:41])[CH2:34][CH2:35][CH3:36]. Product: [CH2:33]([Sn:37]([CH2:42][CH2:43][CH2:44][CH3:45])([CH2:38][CH2:39][CH2:40][CH3:41])[CH2:46][I:25])[CH2:34][CH2:35][CH3:36]. The catalyst class is: 581. (7) Reactant: CCN(C(C)C)C(C)C.Cl[C:11]1[NH:12][C:13](=[O:21])[C:14]2[CH:19]=[N:18][N:17]([CH3:20])[C:15]=2[N:16]=1.[CH3:22][N:23]1[CH:27]=[C:26]([CH2:28][N:29]2[CH2:34][CH2:33][NH:32][CH2:31][CH2:30]2)[CH:25]=[N:24]1. Product: [CH3:20][N:17]1[C:15]2[N:16]=[C:11]([N:32]3[CH2:33][CH2:34][N:29]([CH2:28][C:26]4[CH:25]=[N:24][N:23]([CH3:22])[CH:27]=4)[CH2:30][CH2:31]3)[NH:12][C:13](=[O:21])[C:14]=2[CH:19]=[N:18]1. The catalyst class is: 14.